Task: Predict the product of the given reaction.. Dataset: Forward reaction prediction with 1.9M reactions from USPTO patents (1976-2016) Given the reactants I[C:2]1[CH:3]=[N:4][CH:5]=[CH:6][CH:7]=1.[C:8]([C:10]1[CH:15]=[CH:14][C:13]([F:16])=[C:12]([F:17])[CH:11]=1)#[CH:9], predict the reaction product. The product is: [F:17][C:12]1[CH:11]=[C:10]([C:8]#[C:9][C:2]2[CH:3]=[N:4][CH:5]=[CH:6][CH:7]=2)[CH:15]=[CH:14][C:13]=1[F:16].